Dataset: NCI-60 drug combinations with 297,098 pairs across 59 cell lines. Task: Regression. Given two drug SMILES strings and cell line genomic features, predict the synergy score measuring deviation from expected non-interaction effect. Drug 1: CCC1=CC2CC(C3=C(CN(C2)C1)C4=CC=CC=C4N3)(C5=C(C=C6C(=C5)C78CCN9C7C(C=CC9)(C(C(C8N6C)(C(=O)OC)O)OC(=O)C)CC)OC)C(=O)OC.C(C(C(=O)O)O)(C(=O)O)O. Drug 2: C1C(C(OC1N2C=NC3=C(N=C(N=C32)Cl)N)CO)O. Cell line: HOP-92. Synergy scores: CSS=43.7, Synergy_ZIP=-4.58, Synergy_Bliss=1.99, Synergy_Loewe=3.61, Synergy_HSA=6.71.